The task is: Predict the product of the given reaction.. This data is from Forward reaction prediction with 1.9M reactions from USPTO patents (1976-2016). (1) Given the reactants [F:1][C:2]1([F:32])[CH2:7][CH2:6][CH:5]([NH:8][C:9]2[N:14]=[C:13]([NH:15][CH:16]3[CH2:21][CH2:20][C:19]([F:23])([F:22])[CH2:18][CH2:17]3)[N:12]=[C:11]([C:24]3[C:29]([F:30])=[CH:28][CH:27]=[C:26](F)[N:25]=3)[N:10]=2)[CH2:4][CH2:3]1.O.[NH2:34][NH2:35], predict the reaction product. The product is: [F:23][C:19]1([F:22])[CH2:20][CH2:21][CH:16]([NH:15][C:13]2[N:14]=[C:9]([NH:8][CH:5]3[CH2:4][CH2:3][C:2]([F:32])([F:1])[CH2:7][CH2:6]3)[N:10]=[C:11]([C:24]3[C:29]([F:30])=[CH:28][CH:27]=[C:26]([NH:34][NH2:35])[N:25]=3)[N:12]=2)[CH2:17][CH2:18]1. (2) Given the reactants [CH2:1]([O:8][C:9]1[N:13]([CH:14]([CH3:16])[CH3:15])[N:12]=[C:11]([CH2:17][OH:18])[CH:10]=1)[C:2]1[CH:7]=[CH:6][CH:5]=[CH:4][CH:3]=1, predict the reaction product. The product is: [CH2:1]([O:8][C:9]1[N:13]([CH:14]([CH3:16])[CH3:15])[N:12]=[C:11]([CH:17]=[O:18])[CH:10]=1)[C:2]1[CH:7]=[CH:6][CH:5]=[CH:4][CH:3]=1. (3) The product is: [C:1]([C:3]1[CH:4]=[C:5]2[C:9](=[CH:10][CH:11]=1)[NH:8][C:7](=[O:12])[C@@:6]2([NH:22][C:23]([N:66]1[CH2:67][C:63]2([CH2:64][N:61]([CH2:60][CH2:59][N:53]3[CH2:58][CH2:57][CH2:56][CH2:55][CH2:54]3)[CH2:62]2)[CH2:65]1)=[O:31])[C:13]1[C:14]([O:19][CH2:20][CH3:21])=[N:15][CH:16]=[CH:17][CH:18]=1)#[N:2]. Given the reactants [C:1]([C:3]1[CH:4]=[C:5]2[C:9](=[CH:10][CH:11]=1)[NH:8][C:7](=[O:12])[C@@:6]2([NH:22][C:23](=[O:31])OC1C=CC=CC=1)[C:13]1[C:14]([O:19][CH2:20][CH3:21])=[N:15][CH:16]=[CH:17][CH:18]=1)#[N:2].FC(F)(F)C(O)=O.FC(F)(F)C(O)=O.FC(F)(F)C(O)=O.[N:53]1([CH2:59][CH2:60][N:61]2[CH2:64][C:63]3([CH2:67][NH:66][CH2:65]3)[CH2:62]2)[CH2:58][CH2:57][CH2:56][CH2:55][CH2:54]1, predict the reaction product. (4) Given the reactants [SH:1][CH:2]([CH3:10])[C:3]([NH:5][CH2:6][C:7]([OH:9])=[O:8])=[O:4].Br[CH2:12][C:13](=[O:19])[C:14]([O:16][CH2:17][CH3:18])=[O:15], predict the reaction product. The product is: [CH2:17]([O:16][C:14](=[O:15])[C:13]([OH:19])=[CH:12][S:1][CH:2]([C:3](=[O:4])[NH:5][CH2:6][C:7]([OH:9])=[O:8])[CH3:10])[CH3:18]. (5) Given the reactants [C:1]1(=O)[CH2:5][CH2:4][CH2:3][CH2:2]1.[O-]CC.[Na+].[C:11](OCC)(=O)[C:12]([O:14][CH2:15][CH3:16])=[O:13].Cl.[NH2:22][NH2:23], predict the reaction product. The product is: [CH2:15]([O:14][C:12]([C:11]1[C:2]2[CH2:3][CH2:4][CH2:5][C:1]=2[NH:23][N:22]=1)=[O:13])[CH3:16].